Dataset: Experimentally validated miRNA-target interactions with 360,000+ pairs, plus equal number of negative samples. Task: Binary Classification. Given a miRNA mature sequence and a target amino acid sequence, predict their likelihood of interaction. (1) The miRNA is hsa-miR-4534 with sequence GGAUGGAGGAGGGGUCU. The protein sequence of the target gene is MTKLSAQVKGSLNITTPGLQIWRIEAMQMVPVPSSTFGSFFDGDCYIILAIHKTASSLSYDIHYWIGQDSSLDEQGAAAIYTTQMDDFLKGRAVQHREVQGNESEAFRGYFKQGLVIRKGGVASGMKHVETNSYDVQRLLHVKGKRNVVAGEVEMSWKSFNRGDVFLLDLGKLIIQWNGPESTRMERLRGMTLAKEIRDQERGGRTYVGVVDGENELASPKLMEVMNHVLGKRRELKAAVPDTVVEPALKAALKLYHVSDSEGNLVVREVATRPLTQDLLSHEDCYILDQGGLKIYVWKG.... Result: 0 (no interaction). (2) The miRNA is hsa-miR-6867-5p with sequence UGUGUGUGUAGAGGAAGAAGGGA. The protein sequence of the target gene is MAQAVWSRLGRILWLACLLPWAPAGVAAGLYELNLTTDSPATTGAVVTISASLVAKDNGSLALPADAHLYRFHWIHTPLVLTGKMEKGLSSTIRVVGHVPGEFPVSVWVTAADCWMCQPVARGFVVLPITEFLVGDLVVTQNTSLPWPSSYLTKTVLKVSFLLHDPSNFLKTALFLYSWDFGDGTQMVTEDSVVYYNYSIIGTFTVKLKVVAEWEEVEPDATRAVKQKTGDFSASLKLQETLRGIQVLGPTLIQTFQKMTVTLNFLGSPPLTVCWRLKPECLPLEEGECHPVSVASTAYN.... Result: 1 (interaction). (3) The miRNA is mmu-miR-6997-3p with sequence UCAAACCUUACCCUCCUGUUUCC. The protein sequence of the target gene is MQRELVGYPLSPAVRGKLVAAGFQTAEDVLEVKPSELSKEVGISKEEALETLQILRRECLTNKPRCAGTSVANEKCTALELLEQEHTQGFIITFCSALDNILGGGIPLMKTTEVCGVPGVGKTQLCMQLAVDVQIPECFGGVAGEAVFIDTEGSFMVDRVVSLATACIQHLHLIAGTHTEEEHQKALKDFTLENILSHIYYFRCHDYTELLAQVYLLPDFLSDHPKVQLVIIDGIAFPFRHDLEDLSLRTRLLNGLAQQMISLANNHRLAVILTNQMTTKIDKNQALLVPALGESWGHAA.... Result: 1 (interaction). (4) The miRNA is mmu-miR-7026-3p with sequence UGUGCUUUCUGGUCUUGGCUUAG. The protein sequence of the target gene is MWLPWALLLLWVPGCFALSKCRTVAGPVGGSLSVQCPYEKEHRTLNKYWCRPPQIFLCDKIVETKGSAGKRNGRVSIRDSPANLSFTVTLENLTEEDAGTYWCGVDTPWLRDFHDPVVEVEVSVFPASTSMTPASITAAKTSTITTAFPPVSSTTLFAVGATHSASIQEETEEVVNSQLPLLLSLLALLLLLLVGASLLAWRMFQKWIKAGDHSELSQNPKQAATQSELHYANLELLMWPLQEKPAPPREVEVEYSTVASPREELHYASVVFDSNTNRIAAQRPREEEPDSDYSVIRKT. Result: 0 (no interaction). (5) Result: 1 (interaction). The protein sequence of the target gene is MESGHLLWALLFMQSLWPQLTDGATRVYYLGIRDVQWNYAPKGRNVITNQPLDSDIVASSFLKSDKNRIGGTYKKTIYKEYKDDSYTDEVAQPAWLGFLGPVLQAEVGDVILIHLKNFATRPYTIHPHGVFYEKDSEGSLYPDGSSGPLKADDSVPPGGSHIYNWTIPEGHAPTDADPACLTWIYHSHVDAPRDIATGLIGPLITCKRGALDGNSPPQRQDVDHDFFLLFSVVDENLSWHLNENIATYCSDPASVDKEDETFQESNRMHAINGFVFGNLPELNMCAQKRVAWHLFGMGNE.... The miRNA is hsa-miR-548c-3p with sequence CAAAAAUCUCAAUUACUUUUGC. (6) The miRNA is hsa-miR-6811-5p with sequence AUGCAGGCCUGUGUACAGCACU. Result: 0 (no interaction). The protein sequence of the target gene is MDQSNYSSLHGFILLGFSNHPKMEMILSGVVAIFYLITLVGNTAIILASLLDSQLHTPMYFFLRNLSFLDLCFTTSIIPQMLVNLWGPDKTISYVGCIIQLYVYMWLGSVECLLLAVMSYDRFTAICKPLHYFVVMNPHLCLKMIIMIWSISLANSVVLCTLTLNLPTCGNNILDHFLCELPALVKIACVDTTTVEMSVFALGIIIVLTPLILILISYGYIAKAVLRTKSKASQRKAMNTCGSHLTVVSMFYGTIIYMYLQPGNRASKDQGKFLTLFYTVITPSLNPLIYTLRNKDMKDA....